Dataset: Full USPTO retrosynthesis dataset with 1.9M reactions from patents (1976-2016). Task: Predict the reactants needed to synthesize the given product. (1) Given the product [F:9][C:2]([F:1])([F:8])[C:3]1[NH:10][CH2:11][CH:12]([OH:15])[CH2:13][N:14]=1, predict the reactants needed to synthesize it. The reactants are: [F:1][C:2]([F:9])([F:8])[C:3](OCC)=O.[NH2:10][CH2:11][CH:12]([OH:15])[CH2:13][NH2:14]. (2) Given the product [F:29][C:30]([F:41])([F:40])[C:44]([OH:45])=[O:27].[CH3:1][NH:2][C:3]([C:5]1[CH:10]=[C:9]([O:11][C:12]2[CH:22]=[CH:21][C:15]3[N:16]=[C:17]([NH:20][C:34](=[O:35])[C:33]4[CH:37]=[CH:38][CH:39]=[C:31]([C:30]([F:29])([F:40])[F:41])[CH:32]=4)[N:18]=[N:19][C:14]=3[CH:13]=2)[CH:8]=[CH:7][N:6]=1)=[O:4], predict the reactants needed to synthesize it. The reactants are: [CH3:1][NH:2][C:3]([C:5]1[CH:10]=[C:9]([O:11][C:12]2[CH:22]=[CH:21][C:15]3[N:16]=[C:17]([NH2:20])[N:18]=[N:19][C:14]=3[CH:13]=2)[CH:8]=[CH:7][N:6]=1)=[O:4].C([O:27][K])(C)(C)C.[F:29][C:30]([F:41])([F:40])[C:31]1[CH:32]=[C:33]([CH:37]=[CH:38][CH:39]=1)[C:34](Cl)=[O:35].CN(C)[CH:44]=[O:45]. (3) Given the product [CH3:1][CH:2]([CH3:5])[CH2:3][O:4][C:7]1[CH:14]=[CH:13][C:10]([CH:11]=[O:12])=[CH:9][C:8]=1[N+:15]([O-:17])=[O:16].[CH:18]([C:20]1[CH:21]=[CH:22][C:23]([O:27][CH2:28][CH:29]([CH3:31])[CH3:30])=[C:24]([NH:25][C:3]([NH:32][C:33]2[S:34][CH:35]=[CH:36][N:37]=2)=[O:4])[CH:26]=1)=[O:19], predict the reactants needed to synthesize it. The reactants are: [CH3:1][CH:2]([CH3:5])[CH2:3][OH:4].F[C:7]1[CH:14]=[CH:13][C:10]([CH:11]=[O:12])=[CH:9][C:8]=1[N+:15]([O-:17])=[O:16].[CH:18]([C:20]1[CH:21]=[CH:22][C:23]([O:27][CH2:28][CH:29]([CH3:31])[CH3:30])=[C:24]([CH:26]=1)[NH2:25])=[O:19].[NH2:32][C:33]1[S:34][CH:35]=[CH:36][N:37]=1. (4) Given the product [Br:1][C:2]1[CH:3]=[CH:4][C:5]([C:8]2([C:11]([NH2:12])=[O:14])[CH2:9][CH2:10]2)=[N:6][CH:7]=1, predict the reactants needed to synthesize it. The reactants are: [Br:1][C:2]1[CH:3]=[CH:4][C:5]([C:8]2([C:11]#[N:12])[CH2:10][CH2:9]2)=[N:6][CH:7]=1.S(=O)(=O)(O)[OH:14].[OH-].[Na+]. (5) Given the product [CH3:1][O:2][C:3]([C:5]1[C:9]([NH2:10])=[CH:8][N:7]([CH:13]2[CH2:18][CH2:17][CH2:16][CH2:15][O:14]2)[N:6]=1)=[O:4], predict the reactants needed to synthesize it. The reactants are: [CH3:1][O:2][C:3]([C:5]1[C:9]([N+:10]([O-])=O)=[CH:8][N:7]([CH:13]2[CH2:18][CH2:17][CH2:16][CH2:15][O:14]2)[N:6]=1)=[O:4].C([O-])=O.[NH4+].O. (6) Given the product [N:5]([C:6]1[C:15]2[C:10](=[CH:11][CH:12]=[CH:13][CH:14]=2)[C:9]([C:16]#[N:17])=[CH:8][CH:7]=1)=[C:1]=[S:2], predict the reactants needed to synthesize it. The reactants are: [C:1](Cl)(Cl)=[S:2].[NH2:5][C:6]1[C:15]2[C:10](=[CH:11][CH:12]=[CH:13][CH:14]=2)[C:9]([C:16]#[N:17])=[CH:8][CH:7]=1. (7) Given the product [C:9]([O:8][C:6](=[O:7])[CH:2]([NH:1][S:33]([C:22]1[CH:21]=[CH:20][C:28]2[C:27]3[CH2:29][CH2:30][CH2:31][CH2:32][C:26]=3[O:25][C:24]=2[CH:23]=1)(=[O:34])=[O:35])[CH:3]([CH3:5])[CH3:4])([CH3:10])([CH3:12])[CH3:11], predict the reactants needed to synthesize it. The reactants are: [NH2:1][C@@H:2]([C:6]([O:8][C:9]([CH3:12])([CH3:11])[CH3:10])=[O:7])[CH:3]([CH3:5])[CH3:4].C(N(CC)CC)C.[CH:20]1[C:28]2[C:27]3[CH2:29][CH2:30][CH2:31][CH2:32][C:26]=3[O:25][C:24]=2[CH:23]=[C:22]([S:33](Cl)(=[O:35])=[O:34])[CH:21]=1.Cl.